From a dataset of Human liver microsome stability data. Regression/Classification. Given a drug SMILES string, predict its absorption, distribution, metabolism, or excretion properties. Task type varies by dataset: regression for continuous measurements (e.g., permeability, clearance, half-life) or binary classification for categorical outcomes (e.g., BBB penetration, CYP inhibition). Dataset: hlm. The drug is CCN(CC)CCCN=C(Nc1ccnc2cc(Cl)ccc12)c1cccnc1. The result is 0 (unstable in human liver microsomes).